Dataset: Human liver microsome stability data. Task: Regression/Classification. Given a drug SMILES string, predict its absorption, distribution, metabolism, or excretion properties. Task type varies by dataset: regression for continuous measurements (e.g., permeability, clearance, half-life) or binary classification for categorical outcomes (e.g., BBB penetration, CYP inhibition). Dataset: hlm. (1) The drug is c1cncc(CN2CCN(c3ccc(-c4nc5ccccc5o4)cc3)CC2)c1. The result is 0 (unstable in human liver microsomes). (2) The drug is C[C@@H]1CN(c2ccc(F)cc2C(F)(F)F)CCN1S(=O)(=O)c1ccc(C(N)=O)cc1Cl. The result is 0 (unstable in human liver microsomes). (3) The drug is NS(=O)(=O)CC(=O)NCCSc1nonc1C(=NO)Nc1cccc(Cl)c1. The result is 0 (unstable in human liver microsomes). (4) The molecule is COCCOC(=O)NS(=O)(=O)c1sc(CC(C)C)cc1-c1cccc(Cn2ccnc2)c1. The result is 1 (stable in human liver microsomes).